The task is: Binary Classification. Given a drug SMILES string, predict its activity (active/inactive) in a high-throughput screening assay against a specified biological target.. This data is from Tyrosyl-DNA phosphodiesterase HTS with 341,365 compounds. (1) The molecule is s1c2cc(Nc3nc(N4CCOCC4)nc(N4CCOCC4)n3)ccc2nc1SCC(OCC)=O. The result is 0 (inactive). (2) The result is 0 (inactive). The drug is O(CC(=O)N1CCC(CC1)C)C(=O)C(N1C(=O)c2c(C1=O)cccc2)C. (3) The compound is Clc1cc(C(=O)Nc2cc3c(cc(nc3cc2)Nc2cc(ccc2)C(F)(F)F)C)ccc1. The result is 0 (inactive). (4) The molecule is Fc1ccc(C[n+]2c(cc(cc2c2ccccc2)c2ccccc2)c2ccccc2)cc1. The result is 0 (inactive). (5) The molecule is S(=O)(=O)(N(CC(=O)Nc1c(OC)cccc1)C)c1ccc(F)cc1. The result is 0 (inactive). (6) The molecule is O=C(NC(=O)NCc1ccccc1)C(NC(=O)C)CC(C)C. The result is 0 (inactive).